From a dataset of Forward reaction prediction with 1.9M reactions from USPTO patents (1976-2016). Predict the product of the given reaction. (1) Given the reactants F[C:2]1[CH:7]=[CH:6][C:5]([C:8]2[O:9][C:10]([C:13]3[C:14]([C:19]4[CH:24]=[CH:23][CH:22]=[CH:21][CH:20]=4)=[N:15][O:16][C:17]=3[CH3:18])=[N:11][N:12]=2)=[C:4]([O:25][CH3:26])[CH:3]=1.Cl.[CH3:28][NH:29][CH3:30].C(N(CC)C(C)C)(C)C, predict the reaction product. The product is: [CH3:26][O:25][C:4]1[CH:3]=[C:2]([N:29]([CH3:30])[CH3:28])[CH:7]=[CH:6][C:5]=1[C:8]1[O:9][C:10]([C:13]2[C:14]([C:19]3[CH:24]=[CH:23][CH:22]=[CH:21][CH:20]=3)=[N:15][O:16][C:17]=2[CH3:18])=[N:11][N:12]=1. (2) Given the reactants [CH:1]1[CH:2]=[CH:3][C:4]2N(O)N=[N:7][C:5]=2C=1.CCN([CH:17]([CH3:19])C)C(C)C.CN([C:23]([O:27]N1N=NC2C=CC=NC1=2)=[N+](C)C)C.F[P-](F)(F)(F)(F)F.[Br:44]C1C(C(O)=O)=NC=CC=1.N1C=CN2CCNCC=12.[CH3:63][N:64]([CH:66]=[O:67])[CH3:65], predict the reaction product. The product is: [Br:44][C:5]1[CH:4]=[CH:3][CH:2]=[C:1]([C:66]([N:64]2[CH2:65][CH2:19][C@@H:17]([O:27][CH3:23])[CH2:63]2)=[O:67])[N:7]=1. (3) Given the reactants [NH3:1].C(=O)=O.CC(C)=O.[N:9]1([CH2:15][CH2:16][CH2:17][S:18](Cl)(=[O:20])=[O:19])[CH2:14][CH2:13][O:12][CH2:11][CH2:10]1, predict the reaction product. The product is: [N:9]1([CH2:15][CH2:16][CH2:17][S:18]([NH2:1])(=[O:20])=[O:19])[CH2:14][CH2:13][O:12][CH2:11][CH2:10]1. (4) Given the reactants Cl[C:2]1[CH:11]=[CH:10][N:9]=[C:8]2[C:3]=1[CH:4]=[CH:5][C:6]([CH3:12])=[N:7]2.[CH2:13]([O:15][C:16]1[CH:21]=[CH:20][C:19]([S:22][C:23]2[CH:28]=[CH:27][C:26]([CH3:29])=[CH:25][C:24]=2[N+:30]([O-])=O)=[CH:18][CH:17]=1)[CH3:14], predict the reaction product. The product is: [CH2:13]([O:15][C:16]1[CH:17]=[CH:18][C:19]([S:22][C:23]2[CH:28]=[CH:27][C:26]([CH3:29])=[CH:25][C:24]=2[NH:30][C:2]2[C:3]3[C:8](=[N:7][C:6]([CH3:12])=[CH:5][CH:4]=3)[N:9]=[CH:10][CH:11]=2)=[CH:20][CH:21]=1)[CH3:14]. (5) Given the reactants [F:1][C:2]1[C:21]([F:22])=[CH:20][CH:19]=[CH:18][C:3]=1[CH2:4][N:5]1[C:9]2=[N:10][C:11]([CH3:17])=[C:12]([CH2:15][OH:16])[C:13]([I:14])=[C:8]2[CH:7]=[CH:6]1.C1C=C[NH+]=CC=1.[O-][Cr](Cl)(=O)=O, predict the reaction product. The product is: [F:1][C:2]1[C:21]([F:22])=[CH:20][CH:19]=[CH:18][C:3]=1[CH2:4][N:5]1[C:9]2=[N:10][C:11]([CH3:17])=[C:12]([CH:15]=[O:16])[C:13]([I:14])=[C:8]2[CH:7]=[CH:6]1. (6) Given the reactants C1CN([P+](ON2N=NC3C=CC=CC2=3)(N2CCCC2)N2CCCC2)CC1.F[P-](F)(F)(F)(F)F.[NH2:34][C:35]1[CH:36]=[C:37]2[C:44]3([CH2:49][CH2:48][S:47][C:46]([NH:50][C:51](=[O:57])[O:52][C:53]([CH3:56])([CH3:55])[CH3:54])=[N:45]3)[CH2:43][CH2:42][O:41][C:38]2=[CH:39][CH:40]=1.C(N(CC)C(C)C)(C)C.[F:67][C:68]([F:79])([F:78])[C:69]1[CH:70]=[CH:71][C:72]([C:75](O)=[O:76])=[N:73][CH:74]=1.C(=O)(O)[O-].[Na+], predict the reaction product. The product is: [F:78][C:68]([F:67])([F:79])[C:69]1[CH:70]=[CH:71][C:72]([C:75]([NH:34][C:35]2[CH:36]=[C:37]3[C:44]4([CH2:49][CH2:48][S:47][C:46]([NH:50][C:51](=[O:57])[O:52][C:53]([CH3:54])([CH3:56])[CH3:55])=[N:45]4)[CH2:43][CH2:42][O:41][C:38]3=[CH:39][CH:40]=2)=[O:76])=[N:73][CH:74]=1. (7) Given the reactants [N+:1]([C:4]1[CH:5]=[C:6]2[C:10](=[CH:11][CH:12]=1)[N:9]=[C:8]([CH3:13])[C:7]2([CH3:15])[CH3:14])([O-])=O.NN, predict the reaction product. The product is: [NH2:1][C:4]1[CH:5]=[C:6]2[C:10](=[CH:11][CH:12]=1)[N:9]=[C:8]([CH3:13])[C:7]2([CH3:15])[CH3:14]. (8) Given the reactants [C:1]([C:3]1[CH:8]=[N:7][CH:6]=[C:5]([S:9][CH3:10])[N:4]=1)#[N:2].[C:11](OC)(=[O:19])[C:12]1[C:13](=[CH:15][CH:16]=[CH:17][CH:18]=1)[SH:14].C(N(CC)CC)C, predict the reaction product. The product is: [CH3:10][S:9][C:5]1[N:4]=[C:3]([C:1]2[S:14][C:13]3[CH:15]=[CH:16][CH:17]=[CH:18][C:12]=3[C:11](=[O:19])[N:2]=2)[CH:8]=[N:7][CH:6]=1. (9) Given the reactants [Cl:1][C:2]1[CH:3]=[C:4]([C@@H:8]2[C@@H:13]([C:14]3[CH:19]=[CH:18][C:17]([Cl:20])=[CH:16][CH:15]=3)[N:12]([C@@H:21]([CH2:28][CH3:29])[CH2:22][O:23][CH2:24][CH:25]3[CH2:27][CH2:26]3)[C:11](=[O:30])[CH:10]([CH3:31])[CH2:9]2)[CH:5]=[CH:6][CH:7]=1.[CH2:32](Br)[CH:33]=C.[Li+].[CH3:37][Si]([N-][Si](C)(C)C)(C)C.[NH4+].[Cl-], predict the reaction product. The product is: [CH2:31]([C@@:10]1([CH3:37])[CH2:9][C@H:8]([C:4]2[CH:5]=[CH:6][CH:7]=[C:2]([Cl:1])[CH:3]=2)[C@@H:13]([C:14]2[CH:19]=[CH:18][C:17]([Cl:20])=[CH:16][CH:15]=2)[N:12]([C@@H:21]([CH2:28][CH3:29])[CH2:22][O:23][CH2:24][CH:25]2[CH2:27][CH2:26]2)[C:11]1=[O:30])[CH:32]=[CH2:33]. (10) Given the reactants [CH3:1][NH:2][C:3]([C:5]1[C:6]([C:11]2[CH:16]=[CH:15][CH:14]=[CH:13][C:12]=2[Cl:17])=[N:7][O:8][C:9]=1[CH3:10])=[O:4].[O:18]1[C:22]2[CH:23]=[CH:24][C:25]([CH:27]=O)=[CH:26][C:21]=2[O:20][CH2:19]1, predict the reaction product. The product is: [O:18]1[C:22]2[CH:23]=[CH:24][C:25]([C:27]3[N:2]([CH3:1])[C:3](=[O:4])[C:5]4[C:6]([C:11]5[CH:16]=[CH:15][CH:14]=[CH:13][C:12]=5[Cl:17])=[N:7][O:8][C:9]=4[CH:10]=3)=[CH:26][C:21]=2[O:20][CH2:19]1.